Dataset: PAMPA (Parallel Artificial Membrane Permeability Assay) permeability data from NCATS. Task: Regression/Classification. Given a drug SMILES string, predict its absorption, distribution, metabolism, or excretion properties. Task type varies by dataset: regression for continuous measurements (e.g., permeability, clearance, half-life) or binary classification for categorical outcomes (e.g., BBB penetration, CYP inhibition). Dataset: pampa_ncats. (1) The result is 1 (high permeability). The drug is C1=CC=C2C(=C1)C(=NC(=N2)C3=CC=NC=C3)NC4=C(C(=CC=C4)F)F. (2) The drug is CC1(CC2=CN=C(N=C2C3=C1C(=NN3C)C(=O)NC)NC4=CC=C(C=C4)N5CCN(CC5)C)C. The result is 1 (high permeability). (3) The molecule is CC(C1=CC=CC=C1)NC2=NC(=NC3=CC=CC=C32)N4CCN(CC4)S(=O)(=O)C. The result is 1 (high permeability). (4) The molecule is C1=CC(=CC(=C1)F)C2=CN3C(=CN=C3C4=CC=C(C=C4)C(=O)NCCCN5C=CN=C5)C=N2. The result is 0 (low-to-moderate permeability). (5) The result is 1 (high permeability). The molecule is C1=CC=C(C=C1)CN2C(=C(C3=NC4=CC=CC=C4N=C32)S(=O)(=O)C5=CC=CS5)N. (6) The molecule is CC1=CC(=C(N1C2=CC=C(C=C2)OC)C)C3=NNC(=NC4CC4)SC3. The result is 1 (high permeability).